From a dataset of Full USPTO retrosynthesis dataset with 1.9M reactions from patents (1976-2016). Predict the reactants needed to synthesize the given product. (1) Given the product [F:24][C@H:13]1[C@@H:14]([OH:20])[C@H:15]([OH:16])[C@@H:10]([CH2:9][OH:8])[O:11][C@@H:12]1[O:25][C:26]1[CH:27]=[CH:28][C:29]([C:32]2[CH:33]=[C:34]([CH:35]=[CH:36][CH:37]=2)[C:38]([NH:39][CH3:40])=[O:41])=[CH:30][CH:31]=1, predict the reactants needed to synthesize it. The reactants are: C([O-])(=O)C.C([O:8][CH2:9][C@@H:10]1[C@@H:15]([O:16]C(=O)C)[C@H:14]([O:20]C(=O)C)[C@H:13]([F:24])[C@@H:12]([O:25][C:26]2[CH:31]=[CH:30][C:29]([C:32]3[CH:37]=[CH:36][CH:35]=[C:34]([C:38](=[O:41])[NH:39][CH3:40])[CH:33]=3)=[CH:28][CH:27]=2)[O:11]1)(=O)C. (2) Given the product [C:52]([O:55][C:56](=[O:64])[NH:57][CH:58]1[CH2:62][CH2:61][CH2:60][CH:59]1[NH:63][C:5](=[O:7])[C:4]1[C:8]([S:16][CH3:17])=[CH:9][C:10]([C:12]([F:15])([F:14])[F:13])=[CH:11][C:3]=1[O:2][CH3:1])([CH3:54])([CH3:51])[CH3:53], predict the reactants needed to synthesize it. The reactants are: [CH3:1][O:2][C:3]1[CH:11]=[C:10]([C:12]([F:15])([F:14])[F:13])[CH:9]=[C:8]([S:16][CH3:17])[C:4]=1[C:5]([OH:7])=O.C(N(CC)C(C)C)(C)C.F[P-](F)(F)(F)(F)F.N1(OC(N(C)C)=[N+](C)C)C2N=CC=CC=2N=N1.[CH3:51][C:52]([O:55][C:56](=[O:64])[NH:57][CH:58]1[CH2:62][CH2:61][CH2:60][CH:59]1[NH2:63])([CH3:54])[CH3:53]. (3) Given the product [Cl:1][C:2]1[C:10]([C:11]2([C:14]#[N:15])[CH2:13][CH2:12]2)=[CH:9][CH:8]=[CH:7][C:3]=1[C:4]([NH:21][C:22]1[CH:23]=[C:24]([OH:29])[CH:25]=[CH:26][C:27]=1[F:28])=[O:6], predict the reactants needed to synthesize it. The reactants are: [Cl:1][C:2]1[C:10]([C:11]2([C:14]#[N:15])[CH2:13][CH2:12]2)=[CH:9][CH:8]=[CH:7][C:3]=1[C:4]([OH:6])=O.CN(C)C=O.[NH2:21][C:22]1[CH:23]=[C:24]([OH:29])[CH:25]=[CH:26][C:27]=1[F:28].C(=O)([O-])O.[Na+]. (4) Given the product [N:27]1([C:30]2[CH:31]=[CH:32][C:33]([NH:34][C:2]3[C:11]4[C:10](=[CH:14][NH:13][N:12]=4)[C:9]4[C:4]([N:3]=3)=[CH:5][CH:6]=[CH:7][N:8]=4)=[CH:35][CH:36]=2)[CH2:26][CH2:25][O:24][CH2:29][CH2:28]1, predict the reactants needed to synthesize it. The reactants are: Cl[C:2]1[C:11]2=[N:12][N:13](CC3C=CC(OC)=CC=3)[CH:14]=[C:10]2[C:9]2[C:4](=[CH:5][CH:6]=[CH:7][N:8]=2)[N:3]=1.[O:24]1[CH2:29][CH2:28][N:27]([C:30]2[CH:36]=[CH:35][C:33]([NH2:34])=[CH:32][CH:31]=2)[CH2:26][CH2:25]1.Cl. (5) Given the product [Cl:1][C:2]1[CH:3]=[C:4]([C:8]#[C:9][C:10]2([OH:16])[CH2:15][CH2:14][N:13]([C:18]3[N:23]=[CH:22][CH:21]=[CH:20][N:19]=3)[CH2:12][CH2:11]2)[CH:5]=[CH:6][CH:7]=1, predict the reactants needed to synthesize it. The reactants are: [Cl:1][C:2]1[CH:3]=[C:4]([C:8]#[C:9][C:10]2([OH:16])[CH2:15][CH2:14][NH:13][CH2:12][CH2:11]2)[CH:5]=[CH:6][CH:7]=1.Br[C:18]1[N:23]=[CH:22][CH:21]=[CH:20][N:19]=1.[Li].C[Si]([N-][Si](C)(C)C)(C)C.C([O-])(O)=O.[Na+]. (6) Given the product [CH3:31][C:6]1[C:7]([C:8]2[C:16]3[O:15][CH2:14][C@@H:13]([NH:17][C:18]4[CH:30]=[CH:29][C:21]5[C@H:22]([CH2:25][C:26]([O-:28])=[O:27])[CH2:23][O:24][C:20]=5[CH:19]=4)[C:12]=3[CH:11]=[CH:10][CH:9]=2)=[C:2]([CH3:1])[N:3]=[C:4]([N:32]2[CH2:36][CH2:35][CH2:34][CH2:33]2)[N:5]=1.[Na+:38], predict the reactants needed to synthesize it. The reactants are: [CH3:1][C:2]1[C:7]([C:8]2[C:16]3[O:15][CH2:14][C@@H:13]([NH:17][C:18]4[CH:30]=[CH:29][C:21]5[C@H:22]([CH2:25][C:26]([OH:28])=[O:27])[CH2:23][O:24][C:20]=5[CH:19]=4)[C:12]=3[CH:11]=[CH:10][CH:9]=2)=[C:6]([CH3:31])[N:5]=[C:4]([N:32]2[CH2:36][CH2:35][CH2:34][CH2:33]2)[N:3]=1.[OH-].[Na+:38].C(#N)C. (7) Given the product [CH3:12][O:13][C:14]([C:15]1[C:4]([C:3]2[CH:8]=[CH:9][CH:10]=[CH:11][C:2]=2[F:1])=[N:6][O:7][C:16]=1[CH3:17])=[O:18], predict the reactants needed to synthesize it. The reactants are: [F:1][C:2]1[CH:11]=[CH:10][CH:9]=[CH:8][C:3]=1[C:4](=[N:6][OH:7])Cl.[CH3:12][O:13][C:14](=[O:18])[C:15]#[C:16][CH3:17].CCN(CC)CC. (8) The reactants are: [CH3:1][S:2][C:3]1[CH:10]=[CH:9][C:6]([C:7]#[N:8])=[CH:5][CH:4]=1.[CH2:11]([C:15]1[CH:21]=[CH:20][C:18]([NH2:19])=[CH:17][CH:16]=1)[CH2:12][CH2:13][CH3:14]. Given the product [CH2:11]([C:15]1[CH:16]=[CH:17][C:18]([NH:19][C:7]([C:6]2[CH:9]=[CH:10][C:3]([S:2][CH3:1])=[CH:4][CH:5]=2)=[NH:8])=[CH:20][CH:21]=1)[CH2:12][CH2:13][CH3:14], predict the reactants needed to synthesize it. (9) Given the product [N:17](/[C:20](=[CH:15]\[CH:14]=[CH:13]\[C:10]1[CH:9]=[CH:8][C:7]([CH:4]([CH3:5])[CH3:6])=[CH:12][CH:11]=1)/[C:21]([O:23][CH3:24])=[O:22])=[N+:18]=[N-:19], predict the reactants needed to synthesize it. The reactants are: C[O-].[Na+].[CH:4]([C:7]1[CH:12]=[CH:11][C:10](/[CH:13]=[CH:14]/[CH:15]=O)=[CH:9][CH:8]=1)([CH3:6])[CH3:5].[N:17]([CH2:20][C:21]([O:23][CH2:24]C)=[O:22])=[N+:18]=[N-:19].